Dataset: Reaction yield outcomes from USPTO patents with 853,638 reactions. Task: Predict the reaction yield, written as a fraction of the theoretical maximum amount of product (1.0 means a 100% yield; for example, 0.34 means a 34% yield). (1) The reactants are [F:1][C:2]1[CH:25]=[CH:24][C:5]([CH2:6][N:7]([O:17][CH:18]2[CH2:23][CH2:22][CH2:21][CH2:20][O:19]2)[C:8]([C:10]2[CH:15]=[C:14](Br)[CH:13]=[CH:12][N:11]=2)=[O:9])=[CH:4][CH:3]=1.C(=O)([O-])[O-].[Na+].[Na+].[C:32]1(B(O)O)[CH:37]=[CH:36][CH:35]=[CH:34][CH:33]=1. The catalyst is C(#N)C.Cl[Pd](Cl)([P](C1C=CC=CC=1)(C1C=CC=CC=1)C1C=CC=CC=1)[P](C1C=CC=CC=1)(C1C=CC=CC=1)C1C=CC=CC=1. The product is [F:1][C:2]1[CH:25]=[CH:24][C:5]([CH2:6][N:7]([O:17][CH:18]2[CH2:23][CH2:22][CH2:21][CH2:20][O:19]2)[C:8]([C:10]2[CH:15]=[C:14]([C:32]3[CH:37]=[CH:36][CH:35]=[CH:34][CH:33]=3)[CH:13]=[CH:12][N:11]=2)=[O:9])=[CH:4][CH:3]=1. The yield is 0.570. (2) The reactants are [C:1]([S:14]([NH2:17])(=[O:16])=[O:15])([C:4]([C:7]([C:10]([F:13])([F:12])[F:11])([F:9])[F:8])([F:6])[F:5])([F:3])[F:2].O[Li:19].O.CC(OC)(C)C.[CH2:27]1[CH2:34][O:33][S:30](=[O:32])(=[O:31])[CH2:29][CH2:28]1. The catalyst is COCCOC. The product is [C:1]([S:14]([NH:17][CH2:34][CH2:27][CH2:28][CH2:29][S:30]([O:33][Li:19])(=[O:32])=[O:31])(=[O:16])=[O:15])([C:4]([C:7]([C:10]([F:13])([F:11])[F:12])([F:9])[F:8])([F:6])[F:5])([F:3])[F:2]. The yield is 0.0700. (3) The reactants are [CH2:1]([O:8][CH2:9][C@@H:10]1[CH2:13][C@H:12]([OH:14])[CH2:11]1)[C:2]1[CH:7]=[CH:6][CH:5]=[CH:4][CH:3]=1.N1C=CN=C1.[Si:20](Cl)([C:23]([CH3:26])([CH3:25])[CH3:24])([CH3:22])[CH3:21]. The catalyst is C(Cl)Cl.CN(C1C=CN=CC=1)C. The product is [CH2:1]([O:8][CH2:9][C@@H:10]1[CH2:13][C@H:12]([O:14][Si:20]([C:23]([CH3:26])([CH3:25])[CH3:24])([CH3:22])[CH3:21])[CH2:11]1)[C:2]1[CH:7]=[CH:6][CH:5]=[CH:4][CH:3]=1. The yield is 0.720. (4) The reactants are [O:1]1[CH:5]=[CH:4][CH:3]=[C:2]1[CH2:6][NH:7][C:8](=[O:26])[C:9]1[CH:14]=[C:13]([N+:15]([O-])=O)[CH:12]=[CH:11][C:10]=1[O:18][C:19]1[CH:20]=[C:21]([Cl:25])[CH:22]=[N:23][CH:24]=1. The catalyst is CO.[Ni]. The product is [O:1]1[CH:5]=[CH:4][CH:3]=[C:2]1[CH2:6][NH:7][C:8](=[O:26])[C:9]1[CH:14]=[C:13]([NH2:15])[CH:12]=[CH:11][C:10]=1[O:18][C:19]1[CH:20]=[C:21]([Cl:25])[CH:22]=[N:23][CH:24]=1. The yield is 0.760. (5) The reactants are [CH3:1][Al](C)C.[CH2:5]1[O:7][C@@H:6]1[C:8]1[CH:13]=[CH:12][CH:11]=[CH:10][CH:9]=1. The catalyst is C1(C)C=CC=CC=1. The product is [C:8]1([C@@H:6]([CH3:1])[CH2:5][OH:7])[CH:13]=[CH:12][CH:11]=[CH:10][CH:9]=1. The yield is 0.926.